Dataset: Full USPTO retrosynthesis dataset with 1.9M reactions from patents (1976-2016). Task: Predict the reactants needed to synthesize the given product. (1) Given the product [CH:1]1([C:4]2[O:5][C:6]3[C:7](=[C:9]([C:20]#[N:21])[C:10]([CH3:19])=[C:11]([N:14]4[CH:18]=[CH:17][CH:16]=[CH:15]4)[C:12]=3[N:33]3[CH2:34][CH2:35][C@H:31]([N:30]([CH3:36])[CH3:29])[CH2:32]3)[N:8]=2)[CH2:3][CH2:2]1, predict the reactants needed to synthesize it. The reactants are: [CH:1]1([C:4]2[O:5][C:6]3[C:7](=[C:9]([C:20]#[N:21])[C:10]([CH3:19])=[C:11]([N:14]4[CH:18]=[CH:17][CH:16]=[CH:15]4)[C:12]=3F)[N:8]=2)[CH2:3][CH2:2]1.C(N(CC)CC)C.[CH3:29][N:30]([CH3:36])[C@H:31]1[CH2:35][CH2:34][NH:33][CH2:32]1.C(=O)([O-])O.[Na+]. (2) Given the product [NH:1]1[CH2:2][CH2:3][CH:4]([CH2:7][CH2:8][N:9]2[CH2:14][CH2:13][C:12]3([CH2:15][CH2:16][CH:17]([CH2:20][C:21]([OH:23])=[O:22])[CH2:18][CH2:19]3)[CH2:11][CH2:10]2)[CH2:5][CH2:6]1, predict the reactants needed to synthesize it. The reactants are: [NH:1]1[CH2:6][CH2:5][CH:4]([CH2:7][CH2:8][N:9]2[CH2:14][CH2:13][C:12]3([CH2:19][CH2:18][CH:17]([CH2:20][C:21]([O:23]CC)=[O:22])[CH2:16][CH2:15]3)[CH2:11][CH2:10]2)[CH2:3][CH2:2]1. (3) Given the product [NH2:2]/[C:1](=[N:20]/[OH:21])/[CH2:3][C:4]1[S:5][CH:6]=[C:7]([C:9]2[S:13][C:12]([NH:14][C:15](=[O:17])[CH3:16])=[N:11][C:10]=2[CH3:18])[N:8]=1, predict the reactants needed to synthesize it. The reactants are: [C:1]([CH2:3][C:4]1[S:5][CH:6]=[C:7]([C:9]2[S:13][C:12]([NH:14][C:15](=[O:17])[CH3:16])=[N:11][C:10]=2[CH3:18])[N:8]=1)#[N:2].Cl.[NH2:20][OH:21].C(N(CC)CC)C.